From a dataset of Full USPTO retrosynthesis dataset with 1.9M reactions from patents (1976-2016). Predict the reactants needed to synthesize the given product. (1) The reactants are: [Cl:1][C:2]1[C:7]([C:8]2[CH:13]=[CH:12][CH:11]=[C:10]([CH2:14][CH3:15])[CH:9]=2)=[C:6]([C:16]([C@@H:18]2[O:23][CH2:22][CH2:21][N:20]([C:24]([O:26][C:27]([CH3:30])([CH3:29])[CH3:28])=[O:25])[CH2:19]2)=[O:17])[CH:5]=[CH:4][CH:3]=1.B.CSC.B1(C)OC(C2C=CC=CC=2)(C2C=CC=CC=2)[C@@H]2N1CCC2. Given the product [Cl:1][C:2]1[C:7]([C:8]2[CH:13]=[CH:12][CH:11]=[C:10]([CH2:14][CH3:15])[CH:9]=2)=[C:6]([C@H:16]([OH:17])[C@@H:18]2[O:23][CH2:22][CH2:21][N:20]([C:24]([O:26][C:27]([CH3:30])([CH3:29])[CH3:28])=[O:25])[CH2:19]2)[CH:5]=[CH:4][CH:3]=1, predict the reactants needed to synthesize it. (2) Given the product [CH3:1][O:2][C:3]([C:5]1[S:6][C:7]2[CH:8]([NH:20][C:21](=[O:23])[CH3:22])[CH2:9][O:10][C:11]3[CH:18]=[CH:17][C:16]([C:47]#[C:46][C:44]([OH:48])([CH3:45])[CH3:43])=[CH:15][C:12]=3[C:13]=2[N:14]=1)=[O:4], predict the reactants needed to synthesize it. The reactants are: [CH3:1][O:2][C:3]([C:5]1[S:6][C:7]2[CH:8]([NH:20][C:21](=[O:23])[CH3:22])[CH2:9][O:10][C:11]3[CH:18]=[CH:17][C:16](Br)=[CH:15][C:12]=3[C:13]=2[N:14]=1)=[O:4].C1C=CC(P(C2C=CC=CC=2)C2C=CC=CC=2)=CC=1.[CH3:43][C:44]([OH:48])([C:46]#[CH:47])[CH3:45]. (3) Given the product [NH2:14][C:4]1[CH:3]=[C:2]2[C:7](=[CH:6][CH:5]=1)[CH:8]1[CH2:12][CH2:13][CH:1]2[CH2:11][N:10]([CH2:22][C:23]#[N:24])[CH2:9]1, predict the reactants needed to synthesize it. The reactants are: [CH:1]12[CH2:13][CH2:12][CH:8]([CH2:9][NH:10][CH2:11]1)[C:7]1[C:2]2=[CH:3][C:4]([NH2:14])=[CH:5][CH:6]=1.C([O-])([O-])=O.[Cs+].[Cs+].Br[CH2:22][C:23]#[N:24]. (4) Given the product [N:16]1[CH:17]=[CH:18][CH:19]=[CH:20][C:15]=1[CH2:14][O:13][C:11]1[N:10]=[C:9]2[CH2:21][CH2:22][CH2:23][C:8]2=[C:7]([C:34]2[CH:35]=[CH:36][C:37]([C:40]#[N:41])=[N:38][CH:39]=2)[CH:12]=1, predict the reactants needed to synthesize it. The reactants are: FC(F)(F)S(O[C:7]1[CH:12]=[C:11]([O:13][CH2:14][C:15]2[CH:20]=[CH:19][CH:18]=[CH:17][N:16]=2)[N:10]=[C:9]2[CH2:21][CH2:22][CH2:23][C:8]=12)(=O)=O.CC1(C)C(C)(C)OB([C:34]2[CH:35]=[CH:36][C:37]([C:40]#[N:41])=[N:38][CH:39]=2)O1.C(Cl)Cl.C(=O)([O-])[O-].[K+].[K+].